Task: Predict the reaction yield, written as a fraction of the theoretical maximum amount of product (1.0 means a 100% yield; for example, 0.34 means a 34% yield).. Dataset: Reaction yield outcomes from USPTO patents with 853,638 reactions (1) The reactants are Cl[C:2]1[CH:3]=[C:4]([CH:9]=[CH:10][N:11]=1)[C:5]([O:7][CH3:8])=[O:6].[Br-].[F:13][C:14]([F:25])([F:24])[O:15][C:16]1[CH:23]=[CH:22][C:19]([CH2:20][Zn+])=[CH:18][CH:17]=1.Cl. The catalyst is O1CCCC1.C1C=CC([P]([Pd]([P](C2C=CC=CC=2)(C2C=CC=CC=2)C2C=CC=CC=2)([P](C2C=CC=CC=2)(C2C=CC=CC=2)C2C=CC=CC=2)[P](C2C=CC=CC=2)(C2C=CC=CC=2)C2C=CC=CC=2)(C2C=CC=CC=2)C2C=CC=CC=2)=CC=1. The product is [F:13][C:14]([F:24])([F:25])[O:15][C:16]1[CH:23]=[CH:22][C:19]([CH2:20][C:2]2[CH:3]=[C:4]([CH:9]=[CH:10][N:11]=2)[C:5]([O:7][CH3:8])=[O:6])=[CH:18][CH:17]=1. The yield is 0.920. (2) The reactants are [Cl:1][C:2]1[CH:3]=[C:4]([C:9]2[CH:14]=[CH:13][C:12](/[C:15](/[CH3:19])=[CH:16]/[CH2:17][OH:18])=[CH:11][CH:10]=2)[CH:5]=[C:6]([Cl:8])[CH:7]=1.[CH2:20]([O:22][C@@H:23]([CH2:29][C:30]1[CH:35]=[CH:34][C:33](O)=[CH:32][CH:31]=1)[C:24]([O:26][CH2:27][CH3:28])=[O:25])[CH3:21]. No catalyst specified. The product is [Cl:1][C:2]1[CH:3]=[C:4]([C:9]2[CH:10]=[CH:11][C:12](/[C:15](/[CH3:19])=[CH:16]/[CH2:17][O:18][C:33]3[CH:32]=[CH:31][C:30]([CH2:29][C@H:23]([O:22][CH2:20][CH3:21])[C:24]([O:26][CH2:27][CH3:28])=[O:25])=[CH:35][CH:34]=3)=[CH:13][CH:14]=2)[CH:5]=[C:6]([Cl:8])[CH:7]=1. The yield is 0.770.